From a dataset of Forward reaction prediction with 1.9M reactions from USPTO patents (1976-2016). Predict the product of the given reaction. (1) Given the reactants [OH-].[Na+].C[O:4][C:5](=[O:27])[C:6]([C:9]1[CH:18]=[C:17]2[C:12]([C@@H:13]3[CH2:24][C:23](=[O:25])[CH2:22][CH2:21][C@H:14]3[C:15]([CH3:20])([CH3:19])[O:16]2)=[C:11]([OH:26])[CH:10]=1)([CH3:8])[CH3:7].C1COCC1, predict the reaction product. The product is: [OH:26][C:11]1[CH:10]=[C:9]([C:6]([CH3:7])([CH3:8])[C:5]([OH:27])=[O:4])[CH:18]=[C:17]2[C:12]=1[C@@H:13]1[CH2:24][C:23](=[O:25])[CH2:22][CH2:21][C@H:14]1[C:15]([CH3:20])([CH3:19])[O:16]2. (2) The product is: [CH3:26][C:25]1[S:27][C:2]2[CH2:8][CH2:7][CH2:6][C:5]3[CH:9]=[C:10]([N:13]4[CH2:17][C@H:16]([CH2:18][NH:19][C:20](=[O:22])[CH3:21])[O:15][C:14]4=[O:23])[CH:11]=[CH:12][C:4]=3[C:3]=2[N:28]=1. Given the reactants Br[CH:2]1[CH2:8][CH2:7][CH2:6][C:5]2[CH:9]=[C:10]([N:13]3[CH2:17][C@H:16]([CH2:18][NH:19][C:20](=[O:22])[CH3:21])[O:15][C:14]3=[O:23])[CH:11]=[CH:12][C:4]=2[C:3]1=O.[C:25]([NH2:28])(=[S:27])[CH3:26], predict the reaction product. (3) The product is: [CH3:1][N:2]1[C:6]([C:7]2[CH:8]=[CH:9][CH:10]=[CH:11][CH:12]=2)=[CH:5][CH:4]=[C:3]1[C:13]1[CH:14]=[C:15]2[C:20](=[CH:21][CH:22]=1)[CH:19]=[C:18]([O:23][CH:27]([CH2:28][C:29]1[CH:34]=[CH:33][CH:32]=[CH:31][CH:30]=1)[C:26]([O:25][CH3:24])=[O:43])[CH:17]=[CH:16]2. Given the reactants [CH3:1][N:2]1[C:6]([C:7]2[CH:12]=[CH:11][CH:10]=[CH:9][CH:8]=2)=[CH:5][CH:4]=[C:3]1[C:13]1[CH:14]=[C:15]2[C:20](=[CH:21][CH:22]=1)[CH:19]=[C:18]([OH:23])[CH:17]=[CH:16]2.[CH3:24][O:25][C:26](=[O:43])[CH:27](OS(C(F)(F)F)(=O)=O)[CH2:28][C:29]1[CH:34]=[CH:33][CH:32]=[CH:31][CH:30]=1.C(=O)([O-])[O-].[Cs+].[Cs+], predict the reaction product. (4) Given the reactants [C:1]([O-:4])(=[O:3])[CH3:2].[P:5]([O-:9])([OH:8])([OH:7])=[O:6].[Na+:10].[P:11]([O-:15])([OH:14])([OH:13])=[O:12].[K+:16], predict the reaction product. The product is: [P:5]([O-:9])([OH:8])([OH:7])=[O:6].[K+:16].[Na+:10].[P:11]([O-:15])([OH:14])([OH:13])=[O:12].[C:1]([O-:4])(=[O:3])[CH3:2].[Na+:10].